Dataset: Full USPTO retrosynthesis dataset with 1.9M reactions from patents (1976-2016). Task: Predict the reactants needed to synthesize the given product. (1) Given the product [NH:7]1[C:8]2=[N:9][CH:10]=[CH:11][CH:12]=[C:13]2[C:5]([CH2:4][NH2:1])=[CH:6]1, predict the reactants needed to synthesize it. The reactants are: [N:1]([CH2:4][C:5]1[C:13]2[C:8](=[N:9][CH:10]=[CH:11][CH:12]=2)[NH:7][CH:6]=1)=[N+]=[N-]. (2) Given the product [F:1][C:2]1[C:7]([F:8])=[CH:6][CH:5]=[CH:4][C:3]=1[CH:9]([NH:11][C:43](=[O:44])[C:42](=[CH:46][C:47]1[CH:52]=[CH:51][C:50]([N:53]2[CH:57]=[C:56]([CH3:58])[N:55]=[CH:54]2)=[C:49]([O:59][CH3:60])[CH:48]=1)[CH2:41][CH2:40][CH2:39][Cl:38])[CH3:10], predict the reactants needed to synthesize it. The reactants are: [F:1][C:2]1[C:7]([F:8])=[CH:6][CH:5]=[CH:4][C:3]=1[CH:9]([NH2:11])[CH3:10].C(N(C(C)C)CC)(C)C.C1C=CC2N(O)N=NC=2C=1.FC(F)(F)C(O)=O.[Cl:38][CH2:39][CH2:40][CH2:41][C:42](=[CH:46][C:47]1[CH:52]=[CH:51][C:50]([N:53]2[CH:57]=[C:56]([CH3:58])[N:55]=[CH:54]2)=[C:49]([O:59][CH3:60])[CH:48]=1)[C:43](O)=[O:44].